This data is from Forward reaction prediction with 1.9M reactions from USPTO patents (1976-2016). The task is: Predict the product of the given reaction. (1) The product is: [F:23][C:24]1([F:30])[CH2:26][CH:25]1[C:27]1[NH:21][C:8]2[C:7]([C:6]3[C:2]([CH3:1])=[N:3][NH:4][C:5]=3[CH3:22])=[CH:12][C:11]([C:13]3[C:14]([CH3:19])=[N:15][O:16][C:17]=3[CH3:18])=[CH:10][C:9]=2[N:20]=1. Given the reactants [CH3:1][C:2]1[C:6]([C:7]2[CH:12]=[C:11]([C:13]3[C:14]([CH3:19])=[N:15][O:16][C:17]=3[CH3:18])[CH:10]=[C:9]([NH2:20])[C:8]=2[NH2:21])=[C:5]([CH3:22])[NH:4][N:3]=1.[F:23][C:24]1([F:30])[CH2:26][CH:25]1[C:27](O)=O.CCN(C(C)C)C(C)C.CN(C(ON1N=NC2C=CC=NC1=2)=[N+](C)C)C.F[P-](F)(F)(F)(F)F.C(O)(C(F)(F)F)=O, predict the reaction product. (2) Given the reactants COC(C1C=C(O)C2C(=C(N)C=CC=2)N=1)=O.C[O:18][C:19]([C:21]1[CH:30]=[C:29]([OH:31])[C:28]2[C:23](=[C:24]([O:40]CC3C=CC=CC=3)[CH:25]=[C:26]([C:32]3[CH:37]=[CH:36][C:35]([Cl:38])=[C:34]([Cl:39])[CH:33]=3)[CH:27]=2)[N:22]=1)=[O:20], predict the reaction product. The product is: [OH:31][C:29]1[C:28]2[C:23](=[C:24]([OH:40])[CH:25]=[C:26]([C:32]3[CH:37]=[CH:36][C:35]([Cl:38])=[C:34]([Cl:39])[CH:33]=3)[CH:27]=2)[N:22]=[C:21]([C:19]([OH:20])=[O:18])[CH:30]=1. (3) Given the reactants [C:1]([O:9][CH2:10][CH3:11])(=[O:8])[CH2:2][C:3]([O:5][CH2:6][CH3:7])=[O:4].[CH2:12]([O:14][CH:15](OCC)[CH2:16][CH:17](OCC)OCC)[CH3:13].C(OC(=O)C)(=O)C, predict the reaction product. The product is: [CH2:12]([O:14][CH:15]=[CH:16][CH:17]=[C:2]([C:3]([O:5][CH2:6][CH3:7])=[O:4])[C:1]([O:9][CH2:10][CH3:11])=[O:8])[CH3:13]. (4) Given the reactants [C:1]([C:3]1[CH:4]=[C:5]([OH:9])[CH:6]=[CH:7][CH:8]=1)#[N:2].[ClH:10], predict the reaction product. The product is: [ClH:10].[OH:9][C:5]1[CH:4]=[C:3]([CH:8]=[CH:7][CH:6]=1)[CH2:1][NH2:2]. (5) Given the reactants [Br:1][C:2]1[CH:7]=[CH:6][C:5]([C:8]2[NH:14][C:13](=[O:15])[C:12]3[CH:16]=[C:17]([F:20])[CH:18]=[CH:19][C:11]=3[O:10][CH:9]=2)=[CH:4][CH:3]=1.[CH2:21](Br)[C:22]1[CH:27]=[CH:26][CH:25]=[CH:24][CH:23]=1, predict the reaction product. The product is: [CH2:21]([O:15][C:13]1[C:12]2[CH:16]=[C:17]([F:20])[CH:18]=[CH:19][C:11]=2[O:10][CH:9]=[C:8]([C:5]2[CH:4]=[CH:3][C:2]([Br:1])=[CH:7][CH:6]=2)[N:14]=1)[C:22]1[CH:27]=[CH:26][CH:25]=[CH:24][CH:23]=1.